From a dataset of Catalyst prediction with 721,799 reactions and 888 catalyst types from USPTO. Predict which catalyst facilitates the given reaction. (1) Reactant: [OH:1][C:2]1[CH:3]=[C:4]([CH:7]=[CH:8][CH:9]=1)[CH2:5][OH:6].[OH-].[Na+].Br[CH2:13][CH2:14][O:15][CH3:16]. Product: [CH3:16][O:15][CH2:14][CH2:13][O:1][C:2]1[CH:3]=[C:4]([CH2:5][OH:6])[CH:7]=[CH:8][CH:9]=1. The catalyst class is: 40. (2) Reactant: [F:1][C:2]1[CH:3]=[C:4]2[C:8](=[CH:9][CH:10]=1)[NH:7][CH:6]=[C:5]2[CH2:11][CH2:12][CH2:13][NH:14][C@@H:15]1[CH2:24][C:23]2[C:22]([C:25](O)=[O:26])=[CH:21][CH:20]=[C:19]([O:28][CH3:29])[C:18]=2[O:17][CH2:16]1.[C:30]1(=O)[CH2:33][CH2:32][CH2:31]1.CC(O)=O.[BH3-]C#[N:41].[Na+]. Product: [CH:30]1([N:14]([CH2:13][CH2:12][CH2:11][C:5]2[C:4]3[C:8](=[CH:9][CH:10]=[C:2]([F:1])[CH:3]=3)[NH:7][CH:6]=2)[C@@H:15]2[CH2:24][C:23]3[C:22]([C:25]([NH2:41])=[O:26])=[CH:21][CH:20]=[C:19]([O:28][CH3:29])[C:18]=3[O:17][CH2:16]2)[CH2:33][CH2:32][CH2:31]1. The catalyst class is: 5. (3) The catalyst class is: 42. Product: [BrH:12].[Cl:11][C:8]1[CH:7]=[C:3]([C:4]([NH2:6])=[O:5])[C:2](=[NH:1])[N:10]([CH2:13][C:14]2[CH:15]=[CH:16][C:17]([F:22])=[C:18]([C:19]#[N:20])[CH:21]=2)[CH:9]=1. Reactant: [NH2:1][C:2]1[N:10]=[CH:9][C:8]([Cl:11])=[CH:7][C:3]=1[C:4]([NH2:6])=[O:5].[Br:12][CH2:13][C:14]1[CH:15]=[CH:16][C:17]([F:22])=[C:18]([CH:21]=1)[C:19]#[N:20]. (4) Reactant: [BH3-]C#N.[Na+].Cl.[NH2:6][C:7]1[NH:11][CH:10]=[N:9][C:8]=1[C:12]([NH2:14])=[O:13].C(O)(=O)C.[CH2:19]([O:21][C:22]([CH3:26])([CH3:25])[CH:23]=O)[CH3:20]. Product: [CH2:19]([O:21][C:22]([CH3:26])([CH3:25])[CH2:23][NH:6][C:7]1[N:11]=[CH:10][NH:9][C:8]=1[C:12]([NH2:14])=[O:13])[CH3:20]. The catalyst class is: 5.